From a dataset of Forward reaction prediction with 1.9M reactions from USPTO patents (1976-2016). Predict the product of the given reaction. (1) The product is: [CH3:1][O:2][C:3]([C:4]1[CH:9]=[C:8]([NH2:10])[C:7]2[N:6]([N:25]=[C:33]([C:28]3[CH:29]=[CH:30][CH:31]=[CH:32][N:27]=3)[N:11]=2)[CH:5]=1)=[O:12]. Given the reactants [CH3:1][O:2][C:3](=[O:12])[C:4]1[CH:9]=[C:8]([NH2:10])[C:7]([NH2:11])=[N:6][CH:5]=1.C1(C)C=C(C)C=C(C)C=1S(O[NH2:25])(=O)=O.[N:27]1[CH:32]=[CH:31][CH:30]=[CH:29][C:28]=1[CH:33]=O, predict the reaction product. (2) Given the reactants [CH3:1][C:2]1[C:11]([C:12]2[CH:17]=[CH:16][CH:15]=[CH:14][CH:13]=2)=[N:10][C:9]2[C:4](=[CH:5][CH:6]=[CH:7][CH:8]=2)[N:3]=1.C1C(=O)N([Br:25])C(=O)C1.C(OOC(=O)C1C=CC=CC=1)(=O)C1C=CC=CC=1, predict the reaction product. The product is: [Br:25][CH2:1][C:2]1[C:11]([C:12]2[CH:17]=[CH:16][CH:15]=[CH:14][CH:13]=2)=[N:10][C:9]2[C:4](=[CH:5][CH:6]=[CH:7][CH:8]=2)[N:3]=1. (3) Given the reactants CC([N:5]([C@@H:9]([CH3:31])[C:10]([NH:12][C@@H:13]([CH2:27][CH:28]([CH3:30])[CH3:29])/[CH:14]=[CH:15]/[C:16]([N:18]1[CH2:26][C:25]2[C:20](=[CH:21][CH:22]=[CH:23][CH:24]=2)[CH2:19]1)=[O:17])=[O:11])C(=O)[O-])(C)C.[C:32]([OH:38])([C:34]([F:37])([F:36])[F:35])=[O:33], predict the reaction product. The product is: [F:35][C:34]([F:37])([F:36])[C:32]([OH:38])=[O:33].[CH2:19]1[C:20]2[C:25](=[CH:24][CH:23]=[CH:22][CH:21]=2)[CH2:26][N:18]1[C:16](=[O:17])/[CH:15]=[CH:14]/[C@@H:13]([NH:12][C:10](=[O:11])[C@H:9]([CH3:31])[NH2:5])[CH2:27][CH:28]([CH3:30])[CH3:29]. (4) Given the reactants O=C1C2C(=CC=CC=2)C(=O)[N:3]1[C@H:12]1[CH2:16][CH2:15][C@H:14]([NH:17][C:18]([NH:20][C:21]2[N:22]=[C:23]3[CH:29]=[CH:28][N:27]([CH2:30][O:31][CH2:32][CH2:33][Si:34]([CH3:37])([CH3:36])[CH3:35])[C:24]3=[N:25][CH:26]=2)=[O:19])[CH2:13]1.NN.CC(O)=O, predict the reaction product. The product is: [NH2:3][C@H:12]1[CH2:16][CH2:15][C@H:14]([NH:17][C:18]([NH:20][C:21]2[N:22]=[C:23]3[CH:29]=[CH:28][N:27]([CH2:30][O:31][CH2:32][CH2:33][Si:34]([CH3:37])([CH3:36])[CH3:35])[C:24]3=[N:25][CH:26]=2)=[O:19])[CH2:13]1. (5) Given the reactants [Br:1][C:2]1[C:3]([CH3:23])=[C:4]2[C:9](=[CH:10][C:11]=1[CH3:12])[O:8][C:7](=[O:13])[CH:6]=[C:5]2[C:14]1[CH:19]=[CH:18][C:17]([N+:20]([O-])=O)=[CH:16][CH:15]=1, predict the reaction product. The product is: [NH2:20][C:17]1[CH:16]=[CH:15][C:14]([C:5]2[C:4]3[C:9](=[CH:10][C:11]([CH3:12])=[C:2]([Br:1])[C:3]=3[CH3:23])[O:8][C:7](=[O:13])[CH:6]=2)=[CH:19][CH:18]=1.